From a dataset of Catalyst prediction with 721,799 reactions and 888 catalyst types from USPTO. Predict which catalyst facilitates the given reaction. Reactant: [N+:1]([C:4]1[CH:9]=[C:8](/[CH:10]=[CH:11]/[C:12]([O:14][CH3:15])=[O:13])[CH:7]=[CH:6][C:5]=1[C:16]1[CH:21]=[CH:20][CH:19]=[CH:18][CH:17]=1)([O-])=O. The catalyst class is: 19. Product: [NH2:1][C:4]1[CH:9]=[C:8]([CH2:10][CH2:11][C:12]([O:14][CH3:15])=[O:13])[CH:7]=[CH:6][C:5]=1[C:16]1[CH:17]=[CH:18][CH:19]=[CH:20][CH:21]=1.